From a dataset of Forward reaction prediction with 1.9M reactions from USPTO patents (1976-2016). Predict the product of the given reaction. Given the reactants [Cl:1][C:2]1[CH:7]=[CH:6][C:5]([O:8][C:9]2[CH:14]=[CH:13][C:12]([CH2:15][CH2:16][NH2:17])=[CH:11][CH:10]=2)=[CH:4][C:3]=1[C:18]([F:21])([F:20])[F:19].[Cl:1][C:2]1[CH:7]=[CH:6][C:5]([O:8][C:9]2[CH:10]=[CH:11][C:12]([CH2:15][CH2:16][NH2:17])=[CH:13][CH:14]=2)=[CH:4][C:3]=1[C:18]([F:19])([F:20])[F:21].[N+](N[C:47]1[NH:48][CH:49]=[C:50]([CH2:54][C:55]2[CH:56]=[N:57][CH:58]=[N:59][CH:60]=2)[C:51](=[O:53])[N:52]=1)([O-])=O, predict the reaction product. The product is: [Cl:1][C:2]1[CH:7]=[CH:6][C:5]([O:8][C:9]2[CH:10]=[CH:11][C:12]([CH2:15][CH2:16][NH:17][C:47]3[NH:48][CH:49]=[C:50]([CH2:54][C:55]4[CH:60]=[N:59][CH:58]=[N:57][CH:56]=4)[C:51](=[O:53])[N:52]=3)=[CH:13][CH:14]=2)=[CH:4][C:3]=1[C:18]([F:19])([F:20])[F:21].